Regression. Given a peptide amino acid sequence and an MHC pseudo amino acid sequence, predict their binding affinity value. This is MHC class II binding data. From a dataset of Peptide-MHC class II binding affinity with 134,281 pairs from IEDB. The MHC is DRB1_0101 with pseudo-sequence DRB1_0101. The peptide sequence is DGQGKAVWGKNSCAK. The binding affinity (normalized) is 0.166.